This data is from Antibody developability classification from SAbDab with 2,409 antibodies. The task is: Regression/Classification. Given an antibody's heavy chain and light chain sequences, predict its developability. TAP uses regression for 5 developability metrics; SAbDab uses binary classification. (1) Result: 0 (not developable). The antibody is ['2atk', 'PROT_7E7F8549']. (2) The antibody is ['QVQLQQSGAELVRPGASVTLSCKASGYTFTDYEMHWVKQTPVHGLEWIGTIDPETAGTAYNQKFKGKAILTAGKSSSTAYMELRSLTSEDSAVYYCTGVTTWFAYWGQGTLVTVSA', 'DVVMTQTPLSLPVSLGDQASISCRSSQSLVHSNGNTYLHWYLQKPGQSPNLLIYKVSNRFSGVPDRFSGSGSGTDFTLKISRVEAEDLGVYFCSQGTHVPYTFGGGTKLEIK']. Result: 0 (not developable). (3) The antibody is ['1rzk', '1rzk_L']. Result: 0 (not developable).